From a dataset of Reaction yield outcomes from USPTO patents with 853,638 reactions. Predict the reaction yield, written as a fraction of the theoretical maximum amount of product (1.0 means a 100% yield; for example, 0.34 means a 34% yield). (1) The reactants are [N:1](OCCC(C)C)=O.[CH2:9]([O:11][C:12](=[O:35])[C@@H:13]([CH2:20][C:21]1[CH:26]=[C:25]([Cl:27])[C:24]([NH2:28])=[C:23]([CH3:29])[C:22]=1[CH2:30][O:31][C:32](=[O:34])[CH3:33])[CH2:14][C:15]([O:17][CH2:18][CH3:19])=[O:16])[CH3:10].C([O-])(=O)C.[K+]. The catalyst is C(O)(=O)C. The product is [CH2:9]([O:11][C:12](=[O:35])[C@@H:13]([CH2:20][C:21]1[C:22]([CH2:30][O:31][C:32](=[O:34])[CH3:33])=[C:23]2[C:24](=[C:25]([Cl:27])[CH:26]=1)[NH:28][N:1]=[CH:29]2)[CH2:14][C:15]([O:17][CH2:18][CH3:19])=[O:16])[CH3:10]. The yield is 0.800. (2) The reactants are [CH:1]([O:4][C:5](=[O:43])[C@H:6]([CH2:18][C:19]1[CH:24]=[CH:23][C:22]([N:25]2[C:34](=[O:35])[C:33]3[C:28](=[CH:29][CH:30]=[C:31]([CH2:36][N:37](C=O)[CH3:38])[CH:32]=3)[N:27]([CH3:41])[C:26]2=[O:42])=[CH:21][CH:20]=1)[NH:7][C:8](=[O:17])[C:9]1[C:14]([Cl:15])=[CH:13][CH:12]=[CH:11][C:10]=1[Cl:16])([CH3:3])[CH3:2].C(Cl)(=O)C.C(OC(C)C)(=O)C. The catalyst is CC(O)C. The product is [ClH:15].[CH:1]([O:4][C:5](=[O:43])[C@H:6]([CH2:18][C:19]1[CH:20]=[CH:21][C:22]([N:25]2[C:34](=[O:35])[C:33]3[C:28](=[CH:29][CH:30]=[C:31]([CH2:36][NH:37][CH3:38])[CH:32]=3)[N:27]([CH3:41])[C:26]2=[O:42])=[CH:23][CH:24]=1)[NH:7][C:8](=[O:17])[C:9]1[C:14]([Cl:15])=[CH:13][CH:12]=[CH:11][C:10]=1[Cl:16])([CH3:3])[CH3:2]. The yield is 0.950.